This data is from Choline transporter screen with 302,306 compounds. The task is: Binary Classification. Given a drug SMILES string, predict its activity (active/inactive) in a high-throughput screening assay against a specified biological target. (1) The compound is Clc1ccc(/C(=N\N=C(\N)N)C)cc1. The result is 1 (active). (2) The molecule is ClCC(=O)N(NC(=O)C(O)(CCC)CCC)c1cc(ccc1)C. The result is 0 (inactive).